This data is from Full USPTO retrosynthesis dataset with 1.9M reactions from patents (1976-2016). The task is: Predict the reactants needed to synthesize the given product. (1) Given the product [NH2:9][C:8]1[CH:7]=[C:6]([C:20]2[C:21]([CH3:39])=[C:22]([NH:26][C:27](=[O:38])[C:28]3[CH:29]=[CH:30][C:31]([C:34]([CH3:35])([CH3:36])[CH3:37])=[CH:32][CH:33]=3)[CH:23]=[CH:24][CH:25]=2)[CH:5]=[N:4][C:3]=1[O:2][CH3:1], predict the reactants needed to synthesize it. The reactants are: [CH3:1][O:2][C:3]1[C:8]([NH2:9])=[CH:7][C:6](B2OC(C)(C)C(C)(C)O2)=[CH:5][N:4]=1.Br[C:20]1[C:21]([CH3:39])=[C:22]([NH:26][C:27](=[O:38])[C:28]2[CH:33]=[CH:32][C:31]([C:34]([CH3:37])([CH3:36])[CH3:35])=[CH:30][CH:29]=2)[CH:23]=[CH:24][CH:25]=1. (2) Given the product [CH:29]([O:28][C:26]([NH:25][C:24]1[N:20]([C:17]2[CH:18]=[CH:19][C:14]([C:11]3[CH:10]=[CH:9][C:8]([C:5]4([C:3]([OH:4])=[O:2])[CH2:7][CH2:6]4)=[CH:13][CH:12]=3)=[CH:15][CH:16]=2)[N:21]=[N:22][C:23]=1[CH3:32])=[O:27])([CH3:31])[CH3:30], predict the reactants needed to synthesize it. The reactants are: C[O:2][C:3]([C:5]1([C:8]2[CH:13]=[CH:12][C:11]([C:14]3[CH:19]=[CH:18][C:17]([N:20]4[C:24]([NH:25][C:26]([O:28][CH:29]([CH3:31])[CH3:30])=[O:27])=[C:23]([CH3:32])[N:22]=[N:21]4)=[CH:16][CH:15]=3)=[CH:10][CH:9]=2)[CH2:7][CH2:6]1)=[O:4].C1COCC1.[Li+].[OH-].Cl. (3) Given the product [Cl:11][C:4]1[N:3]=[C:2]([Cl:1])[N:7]=[C:6]2[N:14]([CH3:13])[N:15]=[CH:9][C:5]=12, predict the reactants needed to synthesize it. The reactants are: [Cl:1][C:2]1[N:7]=[C:6](Cl)[C:5]([CH:9]=O)=[C:4]([Cl:11])[N:3]=1.O.[CH3:13][NH:14][NH2:15].C(N(CC)CC)C. (4) Given the product [NH2:1][C:2]1[CH:10]=[C:9]([F:11])[CH:8]=[CH:7][C:3]=1[C:4]([O:6][CH3:16])=[O:5], predict the reactants needed to synthesize it. The reactants are: [NH2:1][C:2]1[CH:10]=[C:9]([F:11])[CH:8]=[CH:7][C:3]=1[C:4]([OH:6])=[O:5].S(Cl)(Cl)=O.[CH3:16]O. (5) The reactants are: [CH:1]1([N:6]2[CH2:12][C:11]([F:14])([F:13])[C:10](=[O:15])[NH:9][C:8]3[CH:16]=[N:17][C:18]([NH:20][C:21]4[CH:29]=[CH:28][C:24]([C:25](O)=[O:26])=[CH:23][C:22]=4[O:30][CH3:31])=[N:19][C:7]2=3)[CH2:5][CH2:4][CH2:3][CH2:2]1.F[P-](F)(F)(F)(F)F.C[N:40](C(N(C)C)=[N+]1C2C(=NC=CC=2)[N+]([O-])=N1)C.C(N(C(C)C)CC)(C)C.[Cl-].[NH4+]. Given the product [CH:1]1([N:6]2[CH2:12][C:11]([F:13])([F:14])[C:10](=[O:15])[NH:9][C:8]3[CH:16]=[N:17][C:18]([NH:20][C:21]4[CH:29]=[CH:28][C:24]([C:25]([NH2:40])=[O:26])=[CH:23][C:22]=4[O:30][CH3:31])=[N:19][C:7]2=3)[CH2:2][CH2:3][CH2:4][CH2:5]1, predict the reactants needed to synthesize it. (6) Given the product [CH:19]1([N:24]2[C:33]([C:34]3[CH:35]=[CH:36][C:37]([F:40])=[CH:38][CH:39]=3)=[C:32]3[C:26]([CH2:27][CH:28]([CH3:5])[NH:29][CH2:30][CH2:31]3)=[N:25]2)[CH2:23][CH2:22][CH2:21][CH2:20]1, predict the reactants needed to synthesize it. The reactants are: [O-]S([C:5](F)(F)F)(=O)=O.FC1C=CC(B(O)O)=CC=1.[CH:19]1([N:24]2[C:33]([C:34]3[CH:39]=[CH:38][C:37]([F:40])=[CH:36][CH:35]=3)=[C:32]3[C:26]([CH2:27][CH2:28][NH:29][CH:30](C)[CH2:31]3)=[N:25]2)[CH2:23][CH2:22][CH2:21][CH2:20]1.